From a dataset of Full USPTO retrosynthesis dataset with 1.9M reactions from patents (1976-2016). Predict the reactants needed to synthesize the given product. Given the product [ClH:23].[O:1]1[CH:5]=[CH:4][C:3]([C:6]2[N:7]=[C:8]3[CH:13]=[CH:12][C:11]([C:14]4[CH:19]=[CH:18][CH:17]=[CH:16][C:15]=4[CH2:20][OH:21])=[CH:10][N:9]3[CH:22]=2)=[CH:2]1, predict the reactants needed to synthesize it. The reactants are: [O:1]1[CH:5]=[CH:4][C:3]([C:6]2[N:7]=[C:8]3[CH:13]=[CH:12][C:11]([C:14]4[CH:19]=[CH:18][CH:17]=[CH:16][C:15]=4[CH2:20][OH:21])=[CH:10][N:9]3[CH:22]=2)=[CH:2]1.[ClH:23].